Dataset: Full USPTO retrosynthesis dataset with 1.9M reactions from patents (1976-2016). Task: Predict the reactants needed to synthesize the given product. Given the product [CH3:26][C:24]1([CH3:27])[CH2:25][CH:20]([NH:19][C:15]2[N:14]=[C:13]([C:3]3[C:4]4[C:9](=[C:8]([C:10]#[N:11])[CH:7]=[CH:6][CH:5]=4)[NH:1][CH:2]=3)[CH:18]=[CH:17][N:16]=2)[CH2:21][C:22]([CH3:29])([CH3:28])[NH:23]1, predict the reactants needed to synthesize it. The reactants are: [NH:1]1[C:9]2[C:4](=[CH:5][CH:6]=[CH:7][C:8]=2[C:10]#[N:11])[CH:3]=[CH:2]1.Cl[C:13]1[CH:18]=[CH:17][N:16]=[C:15]([NH:19][CH:20]2[CH2:25][C:24]([CH3:27])([CH3:26])[NH:23][C:22]([CH3:29])([CH3:28])[CH2:21]2)[N:14]=1.CCCC[N+](CCCC)(CCCC)CCCC.[F-].